From a dataset of Forward reaction prediction with 1.9M reactions from USPTO patents (1976-2016). Predict the product of the given reaction. (1) Given the reactants [H-].[Al+3].[Li+].[H-].[H-].[H-].[CH2:7]([O:9][C:10]1[CH:15]=[C:14]([C:16](OC)=[O:17])[CH:13]=[C:12]([C:20]([F:26])([F:25])[C:21]([F:24])([F:23])[F:22])[C:11]=1[C:27]1[CH:32]=[CH:31][C:30]([F:33])=[CH:29][CH:28]=1)[CH3:8].C1COCC1.[OH-].[Na+], predict the reaction product. The product is: [CH2:7]([O:9][C:10]1[CH:15]=[C:14]([CH:16]=[O:17])[CH:13]=[C:12]([C:20]([F:25])([F:26])[C:21]([F:22])([F:23])[F:24])[C:11]=1[C:27]1[CH:28]=[CH:29][C:30]([F:33])=[CH:31][CH:32]=1)[CH3:8]. (2) Given the reactants [CH3:1][C:2]1[CH:3]=[C:4]([N:19]2[CH:23]=[C:22]([C:24]3[CH2:29][CH2:28][CH:27]([C:30]([O:32][CH2:33][CH3:34])=[O:31])[CH2:26][CH:25]=3)[N:21]=[CH:20]2)[CH:5]=[C:6]([NH:8][C:9]2[N:14]=[C:13]([C:15]([F:18])([F:17])[F:16])[CH:12]=[CH:11][N:10]=2)[CH:7]=1, predict the reaction product. The product is: [CH3:1][C:2]1[CH:3]=[C:4]([N:19]2[CH:23]=[C:22]([CH:24]3[CH2:29][CH2:28][CH:27]([C:30]([O:32][CH2:33][CH3:34])=[O:31])[CH2:26][CH2:25]3)[N:21]=[CH:20]2)[CH:5]=[C:6]([NH:8][C:9]2[N:14]=[C:13]([C:15]([F:18])([F:17])[F:16])[CH:12]=[CH:11][N:10]=2)[CH:7]=1.